Dataset: Full USPTO retrosynthesis dataset with 1.9M reactions from patents (1976-2016). Task: Predict the reactants needed to synthesize the given product. (1) Given the product [OH:2][C:3]1[C:8]2[NH:9][C:10]([C:12]3[S:13][CH:14]=[CH:15][CH:16]=3)=[N:11][C:7]=2[C:6]([C:17]([NH:20][CH2:21][C:22]2[CH:23]=[CH:24][C:25]([S:28](=[O:30])(=[O:29])[NH2:31])=[CH:26][CH:27]=2)=[O:19])=[CH:5][CH:4]=1, predict the reactants needed to synthesize it. The reactants are: C[O:2][C:3]1[C:8]2[NH:9][C:10]([C:12]3[S:13][CH:14]=[CH:15][CH:16]=3)=[N:11][C:7]=2[C:6]([C:17]([OH:19])=O)=[CH:5][CH:4]=1.[NH2:20][CH2:21][C:22]1[CH:27]=[CH:26][C:25]([S:28]([NH2:31])(=[O:30])=[O:29])=[CH:24][CH:23]=1. (2) Given the product [CH3:9][S:8][C:6]1[N:7]=[C:2]([C:23]2[CH:28]=[CH:27][CH:26]=[CH:25][CH:24]=2)[C:3]2[C:12]([C:13]#[N:14])=[CH:11][N:10]([CH2:15][O:16][CH2:17][CH2:18][Si:19]([CH3:22])([CH3:21])[CH3:20])[C:4]=2[N:5]=1, predict the reactants needed to synthesize it. The reactants are: Cl[C:2]1[C:3]2[C:12]([C:13]#[N:14])=[CH:11][N:10]([CH2:15][O:16][CH2:17][CH2:18][Si:19]([CH3:22])([CH3:21])[CH3:20])[C:4]=2[N:5]=[C:6]([S:8][CH3:9])[N:7]=1.[C:23]1(B(O)O)[CH:28]=[CH:27][CH:26]=[CH:25][CH:24]=1.C([O-])(O)=O.[Na+]. (3) The reactants are: [Br:1][C:2]1[CH:10]=[CH:9][C:5]([C:6](=[S:8])[NH2:7])=[CH:4][CH:3]=1.Br[CH2:12][C:13]([C:15]1[CH:20]=[CH:19][CH:18]=[CH:17][CH:16]=1)=O. Given the product [Br:1][C:2]1[CH:10]=[CH:9][C:5]([C:6]2[S:8][CH:12]=[C:13]([C:15]3[CH:20]=[CH:19][CH:18]=[CH:17][CH:16]=3)[N:7]=2)=[CH:4][CH:3]=1, predict the reactants needed to synthesize it. (4) Given the product [OH:3][CH2:4][CH2:5][CH2:6][CH2:7][CH2:8][CH2:9][CH2:10][CH2:11][CH2:12][CH2:13][CH2:14][CH2:15][CH2:16][CH2:17][CH2:18][CH2:19][CH2:20][CH2:21][CH2:22][C:23]([OH:25])=[O:24], predict the reactants needed to synthesize it. The reactants are: [Li+].[OH-].[OH:3][CH2:4][CH2:5][CH2:6][CH2:7][CH2:8][CH2:9][CH2:10][CH2:11][CH2:12][CH2:13][CH2:14][CH2:15][CH2:16][CH2:17][CH2:18][CH2:19][CH2:20][CH2:21][CH2:22][C:23]([O:25]C)=[O:24].C(O)(=O)C(O)=O. (5) Given the product [NH2:33][C:34]1[S:38][C:37]([C:39]2[C:44]([F:45])=[CH:43][CH:42]=[CH:41][C:40]=2[F:46])=[N:36][C:35]=1[C:47]([NH:1][C:2]1[CH:3]=[N:4][N:5]([CH3:25])[C:6]=1[N:7]1[CH2:13][CH2:12][CH2:11][C@H:10]([NH2:14])[CH2:9][CH2:8]1)=[O:48], predict the reactants needed to synthesize it. The reactants are: [NH2:1][C:2]1[CH:3]=[N:4][N:5]([CH3:25])[C:6]=1[N:7]1[CH2:13][CH2:12][CH2:11][C@H:10]([NH:14]C(=O)OCC2C=CC=CC=2)[CH2:9][CH2:8]1.C(OC([NH:33][C:34]1[S:38][C:37]([C:39]2[C:44]([F:45])=[CH:43][CH:42]=[CH:41][C:40]=2[F:46])=[N:36][C:35]=1[C:47](O)=[O:48])=O)(C)(C)C.CN(C(ON1N=NC2C=CC=NC1=2)=[N+](C)C)C.F[P-](F)(F)(F)(F)F. (6) Given the product [O:1]1[C:6]2[CH:7]=[CH:8][CH:9]=[C:10]([CH2:11][CH2:12][NH:13][C:14](=[O:16])[CH3:15])[C:5]=2[O:4][CH2:3][CH2:2]1, predict the reactants needed to synthesize it. The reactants are: [O:1]1[C:6]2[CH:7]=[CH:8][CH:9]=[C:10]([CH2:11][CH2:12][NH2:13])[C:5]=2[O:4][CH2:3][CH2:2]1.[C:14](OC(=O)C)(=[O:16])[CH3:15]. (7) Given the product [C:28]([NH:27][CH2:26][CH:24]1[O:23][C:22](=[O:31])[N:21]([C:17]2[CH:16]=[C:15]([F:32])[C:14]([C:13]([OH:33])=[O:12])=[C:19]([F:20])[CH:18]=2)[CH2:25]1)(=[O:30])[CH3:29], predict the reactants needed to synthesize it. The reactants are: C(O)(C(F)(F)F)=O.C([O:12][C:13](=[O:33])[C:14]1[C:19]([F:20])=[CH:18][C:17]([N:21]2[CH2:25][CH:24]([CH2:26][NH:27][C:28](=[O:30])[CH3:29])[O:23][C:22]2=[O:31])=[CH:16][C:15]=1[F:32])(C)(C)C. (8) Given the product [CH2:34]([O:33][C:30]1[CH:31]=[CH:32][C:27]2[NH:26][C:3]([C:4]3[C:13](=[O:14])[C:12]([CH2:19][CH2:20][CH2:21][CH3:22])([CH2:15][CH2:16][CH2:17][CH3:18])[C:11]4[C:6]([C:5]=3[OH:23])=[CH:7][CH:8]=[CH:9][CH:10]=4)=[N:44][S:41](=[O:42])(=[O:43])[C:28]=2[CH:29]=1)[C:35]1[CH:40]=[CH:39][CH:38]=[CH:37][CH:36]=1, predict the reactants needed to synthesize it. The reactants are: CS[C:3](SC)=[C:4]1[C:13](=[O:14])[C:12]([CH2:19][CH2:20][CH2:21][CH3:22])([CH2:15][CH2:16][CH2:17][CH3:18])[C:11]2[C:6](=[CH:7][CH:8]=[CH:9][CH:10]=2)[C:5]1=[O:23].[NH2:26][C:27]1[CH:32]=[CH:31][C:30]([O:33][CH2:34][C:35]2[CH:40]=[CH:39][CH:38]=[CH:37][CH:36]=2)=[CH:29][C:28]=1[S:41]([NH2:44])(=[O:43])=[O:42].